The task is: Regression. Given a peptide amino acid sequence and an MHC pseudo amino acid sequence, predict their binding affinity value. This is MHC class I binding data.. This data is from Peptide-MHC class I binding affinity with 185,985 pairs from IEDB/IMGT. The binding affinity (normalized) is 0.775. The MHC is HLA-B35:01 with pseudo-sequence HLA-B35:01. The peptide sequence is FPVKPQVPL.